This data is from Forward reaction prediction with 1.9M reactions from USPTO patents (1976-2016). The task is: Predict the product of the given reaction. (1) Given the reactants [CH3:1][O:2][C:3]1[CH:8]=[CH:7][C:6]([CH2:9][C:10](=O)[CH3:11])=[CH:5][CH:4]=1.[C:13]([NH:16][C:17]([NH2:19])=[S:18])(=[O:15])[CH3:14].II, predict the reaction product. The product is: [CH3:1][O:2][C:3]1[CH:8]=[CH:7][C:6]([C:9]2[S:18][C:17]([NH:16][C:13](=[O:15])[CH3:14])=[N:19][C:10]=2[CH3:11])=[CH:5][CH:4]=1. (2) Given the reactants [CH3:1][O:2][C:3]1[C:4]([O:12][CH2:13][CH2:14][CH3:15])=[C:5]([CH:9]=[CH:10][CH:11]=1)[CH2:6][NH:7][CH3:8].CNCC1C=CC2C(=CC=CC=2)C=1CCC.[ClH:32].[N:33]1([CH2:39][CH2:40][N:41]2[CH2:46][C:45]3[CH:47]=[C:48](/[CH:51]=[CH:52]/[C:53]([OH:55])=O)[CH:49]=[N:50][C:44]=3[NH:43][C:42]2=[O:56])[CH2:38][CH2:37][O:36][CH2:35][CH2:34]1, predict the reaction product. The product is: [ClH:32].[CH3:1][O:2][C:3]1[C:4]([O:12][CH2:13][CH2:14][CH3:15])=[C:5]([CH:9]=[CH:10][CH:11]=1)[CH2:6][N:7]([CH3:8])[C:53](=[O:55])/[CH:52]=[CH:51]/[C:48]1[CH:49]=[N:50][C:44]2[NH:43][C:42](=[O:56])[N:41]([CH2:40][CH2:39][N:33]3[CH2:34][CH2:35][O:36][CH2:37][CH2:38]3)[CH2:46][C:45]=2[CH:47]=1. (3) Given the reactants Cl.[NH2:2][CH2:3][CH2:4][CH2:5][CH2:6][CH2:7][CH2:8][O:9][C:10]1[CH:11]=[N:12][CH:13]=[CH:14][CH:15]=1.[OH-].[Na+].C(Cl)(Cl)Cl, predict the reaction product. The product is: [NH2:2][CH2:3][CH2:4][CH2:5][CH2:6][CH2:7][CH2:8][O:9][C:10]1[CH:11]=[N:12][CH:13]=[CH:14][CH:15]=1. (4) Given the reactants [NH2:1][C:2]1[N:3]=[CH:4][C:5]([C:8]([O:10][CH2:11][CH3:12])=[O:9])=[N:6][CH:7]=1.Cl[CH2:14][C:15](=O)[CH3:16].C(N(CC)CC)C, predict the reaction product. The product is: [CH3:16][C:15]1[N:1]=[C:2]2[CH:7]=[N:6][C:5]([C:8]([O:10][CH2:11][CH3:12])=[O:9])=[CH:4][N:3]2[CH:14]=1. (5) Given the reactants Br[C:2]1[CH:7]=[CH:6][C:5]([NH:8][C:9]([C:11]2[N:12]([CH2:18][O:19][CH2:20][CH2:21][Si:22]([CH3:25])([CH3:24])[CH3:23])[CH:13]=[C:14]([C:16]#[N:17])[N:15]=2)=[O:10])=[C:4]([C:26]2[CH2:31][CH2:30][CH2:29][CH2:28][CH:27]=2)[CH:3]=1.CC1(C)C(C)(C)OB([C:40]2[CH:45]=[CH:44][C:43]([NH2:46])=[CH:42][CH:41]=2)O1.C([O-])([O-])=O.[Na+].[Na+].CCOC(C)=O, predict the reaction product. The product is: [NH2:46][C:43]1[CH:44]=[CH:45][C:40]([C:2]2[CH:7]=[CH:6][C:5]([NH:8][C:9]([C:11]3[N:12]([CH2:18][O:19][CH2:20][CH2:21][Si:22]([CH3:24])([CH3:23])[CH3:25])[CH:13]=[C:14]([C:16]#[N:17])[N:15]=3)=[O:10])=[C:4]([C:26]3[CH2:31][CH2:30][CH2:29][CH2:28][CH:27]=3)[CH:3]=2)=[CH:41][CH:42]=1.